This data is from Full USPTO retrosynthesis dataset with 1.9M reactions from patents (1976-2016). The task is: Predict the reactants needed to synthesize the given product. (1) Given the product [CH3:13][C:2]([C:14]1[N:15]=[C:16]([C:20]2[CH:25]=[CH:24][N:23]=[C:22]3[NH:26][N:27]=[CH:28][C:21]=23)[S:17][C:18]=1[CH3:19])([CH3:1])[CH2:3][NH2:4], predict the reactants needed to synthesize it. The reactants are: [CH3:1][C:2]([C:14]1[N:15]=[C:16]([C:20]2[CH:25]=[CH:24][N:23]=[C:22]3[NH:26][N:27]=[CH:28][C:21]=23)[S:17][C:18]=1[CH3:19])([CH3:13])[CH2:3][NH:4]C(=O)C1C=CC=CC=1.[OH-].[Na+]. (2) Given the product [OH:6][C:17]12[CH:16]3[CH2:20][C:21]4[C:26]5[C:12]1([CH2:13][CH2:14][N:15]3[CH3:30])[C:11]([CH2:31][OH:32])([O:27][C:25]=5[C:24]([O:28][CH3:29])=[CH:23][CH:22]=4)[C:10](=[O:9])[CH:19]=[CH:18]2, predict the reactants needed to synthesize it. The reactants are: OS(O)(=O)=O.[OH:6]O.C[O:9][C:10]1[C:11]2([CH2:31][OH:32])[O:27][C:25]3=[C:26]4[C:12]52[C:17](=[CH:18][CH:19]=1)[CH:16]([CH2:20][C:21]4=[CH:22][CH:23]=[C:24]3[O:28][CH3:29])[N:15]([CH3:30])[CH2:14][CH2:13]5.N. (3) Given the product [NH:8]1[C:16]2[C:11](=[CH:12][CH:13]=[CH:14][CH:15]=2)[C:10]2([CH2:20][O:19][C:18]3=[CH:21][C:22]4[CH2:26][CH2:25][O:24][C:23]=4[CH:27]=[C:17]23)[C:9]1=[O:28], predict the reactants needed to synthesize it. The reactants are: C1(C(C2C=CC=CC=2)[N:8]2[C:16]3[C:11](=[CH:12][CH:13]=[CH:14][CH:15]=3)[C:10]3([CH2:20][O:19][C:18]4=[CH:21][C:22]5[CH2:26][CH2:25][O:24][C:23]=5[CH:27]=[C:17]34)[C:9]2=[O:28])C=CC=CC=1.[H][H]. (4) Given the product [CH:17]12[CH2:23][CH:20]([CH2:21][CH2:22]1)[CH2:19][N:18]2[CH2:2][C:3]([C:5]1([C:9]2[CH:14]=[CH:13][C:12]([Cl:15])=[C:11]([Cl:16])[CH:10]=2)[CH2:8][CH2:7][CH2:6]1)=[O:4], predict the reactants needed to synthesize it. The reactants are: Br[CH2:2][C:3]([C:5]1([C:9]2[CH:14]=[CH:13][C:12]([Cl:15])=[C:11]([Cl:16])[CH:10]=2)[CH2:8][CH2:7][CH2:6]1)=[O:4].[CH:17]12[CH2:23][CH:20]([CH2:21][CH2:22]1)[CH2:19][NH:18]2.Cl.CCN(CC)CC. (5) Given the product [CH3:17][Si:16]([CH3:19])([CH3:18])/[CH:14]=[CH:15]/[Sn:5]([CH2:1][CH2:2][CH2:3][CH3:4])([CH2:6][CH2:7][CH2:8][CH3:9])[CH2:10][CH2:11][CH2:12][CH3:13], predict the reactants needed to synthesize it. The reactants are: [CH2:1]([SnH:5]([CH2:10][CH2:11][CH2:12][CH3:13])[CH2:6][CH2:7][CH2:8][CH3:9])[CH2:2][CH2:3][CH3:4].[C:14]([Si:16]([CH3:19])([CH3:18])[CH3:17])#[CH:15]. (6) Given the product [CH:3]([CH2:4][O:5][C:6]([CH2:8][NH:9][C:10](=[O:18])[O:11][CH2:12][O:13][C:14](=[O:17])[CH2:15][CH3:16])=[O:7])=[O:2], predict the reactants needed to synthesize it. The reactants are: C[O:2][CH:3](OC)[CH2:4][O:5][C:6]([CH2:8][NH:9][C:10](=[O:18])[O:11][CH2:12][O:13][C:14](=[O:17])[CH2:15][CH3:16])=[O:7].C(O)(C(F)(F)F)=O. (7) Given the product [CH3:32][N:33]([CH3:34])[CH2:35][C:36]([N:38]1[C:46]2[C:41](=[CH:42][C:43]([O:48][CH3:49])=[C:44]([NH:47][C:3]3[N:16]4[C:7](=[N:8][C:9]5[C:14]([C:15]4=[O:17])=[C:13]([F:18])[CH:12]=[CH:11][CH:10]=5)[C:6]4[CH:19]=[CH:20][N:21]([S:22]([C:25]5[CH:26]=[CH:27][C:28]([CH3:31])=[CH:29][CH:30]=5)(=[O:24])=[O:23])[C:5]=4[N:4]=3)[CH:45]=2)[C:40]([CH3:50])([CH3:51])[CH2:39]1)=[O:37], predict the reactants needed to synthesize it. The reactants are: Cl.Cl[C:3]1[N:16]2[C:7](=[N:8][C:9]3[C:14]([C:15]2=[O:17])=[C:13]([F:18])[CH:12]=[CH:11][CH:10]=3)[C:6]2[CH:19]=[CH:20][N:21]([S:22]([C:25]3[CH:30]=[CH:29][C:28]([CH3:31])=[CH:27][CH:26]=3)(=[O:24])=[O:23])[C:5]=2[N:4]=1.[CH3:32][N:33]([CH2:35][C:36]([N:38]1[C:46]2[C:41](=[CH:42][C:43]([O:48][CH3:49])=[C:44]([NH2:47])[CH:45]=2)[C:40]([CH3:51])([CH3:50])[CH2:39]1)=[O:37])[CH3:34]. (8) Given the product [Br:23][C:13]1[C:14]([C:17]2[CH:22]=[CH:21][CH:20]=[CH:19][CH:18]=2)=[N:15][O:16][C:12]=1[NH:11][S:7]([C:1]1[CH:6]=[CH:5][CH:4]=[CH:3][CH:2]=1)(=[O:9])=[O:8], predict the reactants needed to synthesize it. The reactants are: [C:1]1([S:7](Cl)(=[O:9])=[O:8])[CH:6]=[CH:5][CH:4]=[CH:3][CH:2]=1.[NH2:11][C:12]1[O:16][N:15]=[C:14]([C:17]2[CH:22]=[CH:21][CH:20]=[CH:19][CH:18]=2)[C:13]=1[Br:23].